This data is from Forward reaction prediction with 1.9M reactions from USPTO patents (1976-2016). The task is: Predict the product of the given reaction. (1) Given the reactants [NH2:1][C:2]1[CH:7]=[CH:6][C:5]([NH:8][C:9]([NH:11][C:12](=[O:23])[C:13]2[CH:18]=[CH:17][C:16]([C:19]([CH3:22])([CH3:21])[CH3:20])=[CH:15][CH:14]=2)=[S:10])=[C:4]([Cl:24])[CH:3]=1.C=O.[C:27](O[BH-](OC(=O)C)OC(=O)C)(=O)C.[Na+].C(O)(=O)C, predict the reaction product. The product is: [C:19]([C:16]1[CH:17]=[CH:18][C:13]([C:12]([NH:11][C:9](=[S:10])[NH:8][C:5]2[CH:6]=[CH:7][C:2]([NH:1][CH3:27])=[CH:3][C:4]=2[Cl:24])=[O:23])=[CH:14][CH:15]=1)([CH3:20])([CH3:21])[CH3:22]. (2) The product is: [CH3:15][C:16]1[CH:17]=[C:18]([NH:19][CH2:10][CH2:9][C:6]2[CH:7]=[N:8][C:3]([C:2]([F:14])([F:13])[F:1])=[CH:4][CH:5]=2)[CH:20]=[CH:21][C:22]=1[CH3:23]. Given the reactants [F:1][C:2]([F:14])([F:13])[C:3]1[N:8]=[CH:7][C:6]([CH2:9][C:10](O)=O)=[CH:5][CH:4]=1.[CH3:15][C:16]1[CH:17]=[C:18]([CH:20]=[CH:21][C:22]=1[CH3:23])[NH2:19].ON1C2C=CC=CC=2N=N1.Cl.CN(C)CCCN=C=NCC.C(N(CC)C(C)C)(C)C.B.O1CCCC1.Cl, predict the reaction product. (3) Given the reactants Br[C:2]1[CH:9]=[CH:8][C:5]([C:6]#[N:7])=[C:4]([Cl:10])[CH:3]=1.[F:11][C:12]1([F:20])[C@H:16]([OH:17])[C@H:15]([CH3:18])[NH:14][C:13]1=[O:19].C1(P(C2C=CC=CC=2)C2C3OC4C(=CC=CC=4P(C4C=CC=CC=4)C4C=CC=CC=4)C(C)(C)C=3C=CC=2)C=CC=CC=1.C(=O)([O-])[O-].[Cs+].[Cs+], predict the reaction product. The product is: [Cl:10][C:4]1[CH:3]=[C:2]([N:14]2[C@@H:15]([CH3:18])[C@@H:16]([OH:17])[C:12]([F:20])([F:11])[C:13]2=[O:19])[CH:9]=[CH:8][C:5]=1[C:6]#[N:7]. (4) Given the reactants N([O-])=O.[Na+].N[C:6]1[CH:7]=[C:8]2[C:13](=[CH:14][CH:15]=1)[CH:12]=[C:11]([S:16]([OH:19])(=[O:18])=[O:17])[CH:10]=[CH:9]2.[ClH:20], predict the reaction product. The product is: [Cl:20][C:6]1[CH:7]=[C:8]2[C:13](=[CH:14][CH:15]=1)[CH:12]=[C:11]([S:16]([OH:19])(=[O:18])=[O:17])[CH:10]=[CH:9]2. (5) Given the reactants Br[C:2]1[CH:7]=[CH:6][CH:5]=[CH:4][C:3]=1[CH2:8][C:9]([O:11][CH2:12][CH3:13])=[O:10].C(=O)([O-])[O-].[Na+].[Na+].[CH3:20][C:21]1[CH:26]=[CH:25][C:24](B(O)O)=[CH:23][CH:22]=1.CO, predict the reaction product. The product is: [CH3:20][C:21]1[CH:26]=[CH:25][C:24]([C:2]2[CH:7]=[CH:6][CH:5]=[CH:4][C:3]=2[CH2:8][C:9]([O:11][CH2:12][CH3:13])=[O:10])=[CH:23][CH:22]=1. (6) Given the reactants [NH:1]1[C:9]2[C:4](=[C:5]([O:10][C:11]3[CH:19]=[C:18]([N:20]4[CH2:25][CH2:24][N:23]([CH:26]([C:28]5[CH:33]=[CH:32][CH:31]=[CH:30][C:29]=5[C:34]5[CH:39]=[CH:38][C:37]([Cl:40])=[CH:36][CH:35]=5)[CH3:27])[CH2:22][CH2:21]4)[CH:17]=[CH:16][C:12]=3[C:13](O)=[O:14])[CH:6]=[CH:7][CH:8]=2)[CH:3]=[CH:2]1.[N+:41]([C:44]1[CH:45]=[C:46]([S:58]([NH2:61])(=[O:60])=[O:59])[CH:47]=[CH:48][C:49]=1[NH:50][CH2:51][CH:52]1[CH2:57][CH2:56][O:55][CH2:54][CH2:53]1)([O-:43])=[O:42].Cl.C(N=C=NCCCN(C)C)C, predict the reaction product. The product is: [Cl:40][C:37]1[CH:36]=[CH:35][C:34]([C:29]2[CH:30]=[CH:31][CH:32]=[CH:33][C:28]=2[CH:26]([N:23]2[CH2:22][CH2:21][N:20]([C:18]3[CH:17]=[CH:16][C:12]([C:13]([NH:61][S:58]([C:46]4[CH:47]=[CH:48][C:49]([NH:50][CH2:51][CH:52]5[CH2:53][CH2:54][O:55][CH2:56][CH2:57]5)=[C:44]([N+:41]([O-:43])=[O:42])[CH:45]=4)(=[O:59])=[O:60])=[O:14])=[C:11]([O:10][C:5]4[CH:6]=[CH:7][CH:8]=[C:9]5[C:4]=4[CH:3]=[CH:2][NH:1]5)[CH:19]=3)[CH2:25][CH2:24]2)[CH3:27])=[CH:39][CH:38]=1. (7) Given the reactants [C:1]([O:5][C:6]([N:8]([CH3:22])[CH:9]([CH2:13][C:14]1[CH:19]=[CH:18][C:17]([Cl:20])=[C:16]([Cl:21])[CH:15]=1)[C:10]([OH:12])=[O:11])=[O:7])([CH3:4])([CH3:3])[CH3:2], predict the reaction product. The product is: [C:1]([O:5][C:6]([N:8]([CH3:22])[C:9](=[CH:13][C:14]1[CH:19]=[CH:18][C:17]([Cl:20])=[C:16]([Cl:21])[CH:15]=1)[C:10]([OH:12])=[O:11])=[O:7])([CH3:3])([CH3:4])[CH3:2]. (8) Given the reactants [NH2:1][C:2]([NH2:4])=[S:3].[Br:5][CH2:6][C:7]([C:9]1[CH:14]=[CH:13][CH:12]=[CH:11][C:10]=1[Cl:15])=O, predict the reaction product. The product is: [BrH:5].[Cl:15][C:10]1[CH:11]=[CH:12][CH:13]=[CH:14][C:9]=1[C:7]1[N:1]=[C:2]([NH2:4])[S:3][CH:6]=1. (9) Given the reactants Br[C:2]1[C:7]([CH3:8])=[CH:6][CH:5]=[C:4]([Cl:9])[N:3]=1.CC1(C)C(C)(C)OB([C:18]2[C:19]3[CH:26]=[C:25]([CH2:27][OH:28])[CH:24]=[CH:23][C:20]=3[S:21][CH:22]=2)O1.C([O-])([O-])=O.[Cs+].[Cs+], predict the reaction product. The product is: [Cl:9][C:4]1[N:3]=[C:2]([C:18]2[C:19]3[CH:26]=[C:25]([CH2:27][OH:28])[CH:24]=[CH:23][C:20]=3[S:21][CH:22]=2)[C:7]([CH3:8])=[CH:6][CH:5]=1.